This data is from NCI-60 drug combinations with 297,098 pairs across 59 cell lines. The task is: Regression. Given two drug SMILES strings and cell line genomic features, predict the synergy score measuring deviation from expected non-interaction effect. Drug 1: C1=NC2=C(N1)C(=S)N=C(N2)N. Drug 2: CC1CCC2CC(C(=CC=CC=CC(CC(C(=O)C(C(C(=CC(C(=O)CC(OC(=O)C3CCCCN3C(=O)C(=O)C1(O2)O)C(C)CC4CCC(C(C4)OC)O)C)C)O)OC)C)C)C)OC. Cell line: CCRF-CEM. Synergy scores: CSS=50.1, Synergy_ZIP=-2.65, Synergy_Bliss=-3.75, Synergy_Loewe=0.373, Synergy_HSA=1.41.